From a dataset of Peptide-MHC class II binding affinity with 134,281 pairs from IEDB. Regression. Given a peptide amino acid sequence and an MHC pseudo amino acid sequence, predict their binding affinity value. This is MHC class II binding data. (1) The peptide sequence is GTVVMQVKVSKGAPC. The MHC is HLA-DQA10303-DQB10402 with pseudo-sequence HLA-DQA10303-DQB10402. The binding affinity (normalized) is 0.411. (2) The peptide sequence is ALQNLARTISEAGQA. The MHC is DRB1_1101 with pseudo-sequence DRB1_1101. The binding affinity (normalized) is 0.451. (3) The peptide sequence is AFKVAATAANDAPAN. The MHC is DRB1_0802 with pseudo-sequence DRB1_0802. The binding affinity (normalized) is 0.568. (4) The peptide sequence is FKKYFAATQFEPLAA. The MHC is DRB1_0701 with pseudo-sequence DRB1_0701. The binding affinity (normalized) is 0.782. (5) The MHC is DRB3_0202 with pseudo-sequence DRB3_0202. The peptide sequence is TLSVTFIGAAPLILSY. The binding affinity (normalized) is 0.548. (6) The peptide sequence is NSGGGVEGIGLQYLG. The MHC is DRB4_0103 with pseudo-sequence DRB4_0103. The binding affinity (normalized) is 0.312. (7) The peptide sequence is SLKLYRDSLGEAVMR. The MHC is DRB1_0901 with pseudo-sequence DRB1_0901. The binding affinity (normalized) is 0.394. (8) The peptide sequence is RPGGAGRDGGQLRIP. The MHC is DRB4_0101 with pseudo-sequence DRB4_0103. The binding affinity (normalized) is 0.132. (9) The peptide sequence is RMQFSSLTVNVRGSG. The MHC is DRB1_0901 with pseudo-sequence DRB1_0901. The binding affinity (normalized) is 0.471. (10) The peptide sequence is PALLALLALPALLLL. The MHC is DRB1_0301 with pseudo-sequence DRB1_0301. The binding affinity (normalized) is 0.0184.